From a dataset of Catalyst prediction with 721,799 reactions and 888 catalyst types from USPTO. Predict which catalyst facilitates the given reaction. (1) Reactant: [CH3:1][N:2]1[C:6]([C:7]2[S:8][C:9]([N+:12]([O-])=O)=[CH:10][N:11]=2)=[CH:5][C:4]([C:15]([F:18])([F:17])[F:16])=[N:3]1. Product: [NH2:12][C:9]1[S:8][C:7]([C:6]2[N:2]([CH3:1])[N:3]=[C:4]([C:15]([F:18])([F:17])[F:16])[CH:5]=2)=[N:11][CH:10]=1. The catalyst class is: 19. (2) Reactant: [CH2:1]([NH:3][C@@H:4]([CH:11]([CH3:13])[CH3:12])[CH2:5][N:6]1[CH2:10][CH2:9][CH2:8][CH2:7]1)[CH3:2].[Br:14][C:15]1[CH:23]=[CH:22][C:18]([C:19](Cl)=[O:20])=[CH:17][CH:16]=1. Product: [Br:14][C:15]1[CH:23]=[CH:22][C:18]([C:19]([N:3]([CH2:1][CH3:2])[C@@H:4]([CH:11]([CH3:12])[CH3:13])[CH2:5][N:6]2[CH2:10][CH2:9][CH2:8][CH2:7]2)=[O:20])=[CH:17][CH:16]=1. The catalyst class is: 2. (3) Reactant: [OH:1][C:2]1[CH:9]=[CH:8][C:5]([CH:6]=[O:7])=[CH:4][C:3]=1[C:10]([F:13])([F:12])[F:11].[O:14](S(C(F)(F)F)(=O)=O)[S:15]([C:18]([F:21])([F:20])[F:19])(=O)=[O:16]. Product: [F:19][C:18]([F:21])([F:20])[S:15]([O:1][C:2]1[CH:9]=[CH:8][C:5]([CH:6]=[O:7])=[CH:4][C:3]=1[C:10]([F:11])([F:12])[F:13])(=[O:16])=[O:14]. The catalyst class is: 2. (4) Reactant: [CH2:1]([NH:8][C:9]1[C:16]([O:17][CH3:18])=[CH:15][C:12]([CH:13]=O)=[CH:11][C:10]=1[O:19][CH3:20])[C:2]1[CH:7]=[CH:6][CH:5]=[CH:4][CH:3]=1.C(O[CH:24](OCC)[CH2:25][NH:26][CH2:27][C:28]1[CH:33]=[CH:32][CH:31]=[C:30]([O:34][CH2:35][CH3:36])[C:29]=1[OH:37])C.[ClH:41].CO. Product: [ClH:41].[CH2:1]([NH:8][C:9]1[C:16]([O:17][CH3:18])=[CH:15][C:12]([CH2:13][C:24]2[C:33]3[C:28](=[C:29]([OH:37])[C:30]([O:34][CH2:35][CH3:36])=[CH:31][CH:32]=3)[CH:27]=[N:26][CH:25]=2)=[CH:11][C:10]=1[O:19][CH3:20])[C:2]1[CH:7]=[CH:6][CH:5]=[CH:4][CH:3]=1. The catalyst class is: 14. (5) Reactant: [NH:1]1[CH2:6][CH2:5][CH:4]([OH:7])[CH2:3][CH2:2]1.Cl[C:9]1[N:14]=[CH:13][C:12]([CH2:15][CH3:16])=[CH:11][N:10]=1.C(N(C(C)C)C(C)C)C. The catalyst class is: 144. Product: [CH2:15]([C:12]1[CH:11]=[N:10][C:9]([N:1]2[CH2:6][CH2:5][CH:4]([OH:7])[CH2:3][CH2:2]2)=[N:14][CH:13]=1)[CH3:16]. (6) Reactant: [F:1][C:2]1[CH:3]=[CH:4][C:5]([OH:10])=[C:6]([CH:9]=1)[CH:7]=O.[C:11](#[N:14])[CH:12]=[CH2:13].C1N2CCN(CC2)C1. Product: [F:1][C:2]1[CH:9]=[C:6]2[C:5](=[CH:4][CH:3]=1)[O:10][CH2:13][C:12]([C:11]#[N:14])=[CH:7]2. The catalyst class is: 74. (7) Reactant: C([O:8][C:9]1[CH:10]=[C:11]([CH:17]=[CH:18][C:19]([O:21][CH2:22][CH3:23])=[O:20])[CH:12]=[CH:13][C:14]=1[O:15][CH3:16])C1C=CC=CC=1. Product: [OH:8][C:9]1[CH:10]=[C:11]([CH2:17][CH2:18][C:19]([O:21][CH2:22][CH3:23])=[O:20])[CH:12]=[CH:13][C:14]=1[O:15][CH3:16]. The catalyst class is: 349. (8) Reactant: [C:1]1([NH:7][C:8]([C:10]2[NH:11][C:12]3[C:17]([C:18]=2[C:19]2[CH:24]=[CH:23][CH:22]=[CH:21][CH:20]=2)=[CH:16][C:15]([NH2:25])=[CH:14][CH:13]=3)=[O:9])[CH:6]=[CH:5][CH:4]=[CH:3][CH:2]=1.[F:26][C:27]([F:40])([F:39])[O:28][C:29]1[CH:34]=[CH:33][C:32]([S:35](Cl)(=[O:37])=[O:36])=[CH:31][CH:30]=1. Product: [C:1]1([NH:7][C:8]([C:10]2[NH:11][C:12]3[C:17]([C:18]=2[C:19]2[CH:20]=[CH:21][CH:22]=[CH:23][CH:24]=2)=[CH:16][C:15]([NH:25][S:35]([C:32]2[CH:31]=[CH:30][C:29]([O:28][C:27]([F:26])([F:39])[F:40])=[CH:34][CH:33]=2)(=[O:37])=[O:36])=[CH:14][CH:13]=3)=[O:9])[CH:6]=[CH:5][CH:4]=[CH:3][CH:2]=1. The catalyst class is: 195. (9) Reactant: [OH:1][C:2]1[CH:7]=[C:6]([CH3:8])[C:5]([C:9]2[N:10]=[C:11]([NH:14][C:15](=[O:22])[C:16]3[CH:21]=[CH:20][N:19]=[CH:18][CH:17]=3)[S:12][CH:13]=2)=[C:4]([CH3:23])[CH:3]=1.C(=O)([O-])[O-].[Cs+].[Cs+].Br[C:31]1[CH:32]=[CH:33][C:34]([OH:37])=[N:35][CH:36]=1. Product: [OH:37][C:34]1[N:35]=[CH:36][C:31]([O:1][C:2]2[CH:3]=[C:4]([CH3:23])[C:5]([C:9]3[N:10]=[C:11]([NH:14][C:15](=[O:22])[C:16]4[CH:21]=[CH:20][N:19]=[CH:18][CH:17]=4)[S:12][CH:13]=3)=[C:6]([CH3:8])[CH:7]=2)=[CH:32][CH:33]=1. The catalyst class is: 3. (10) Reactant: [N+:1]([C:4]1[CH:5]=[C:6]([CH:10]=[CH:11][C:12]=1[C:13]([F:16])([F:15])[F:14])[C:7]([OH:9])=O)([O-:3])=[O:2].S(Cl)(Cl)=O.[CH3:21][Si](C=[N+]=[N-])(C)C.[BrH:28].CC(O)=O.N#N. Product: [Br:28][CH2:21][C:7]([C:6]1[CH:10]=[CH:11][C:12]([C:13]([F:16])([F:15])[F:14])=[C:4]([N+:1]([O-:3])=[O:2])[CH:5]=1)=[O:9]. The catalyst class is: 2.